From a dataset of Human liver microsome stability data. Regression/Classification. Given a drug SMILES string, predict its absorption, distribution, metabolism, or excretion properties. Task type varies by dataset: regression for continuous measurements (e.g., permeability, clearance, half-life) or binary classification for categorical outcomes (e.g., BBB penetration, CYP inhibition). Dataset: hlm. (1) The result is 0 (unstable in human liver microsomes). The compound is CC[C@H]1OC(=O)[C@H](C)[C@@H](O[C@H]2C[C@@](C)(OC)[C@@H](O)[C@H](C)O2)[C@H](C)[C@@H](O[C@@H]2O[C@H](C)C[C@H](N(C)C)[C@H]2O)[C@](C)(O)C[C@@H](C)CN(CCCNC(=O)NC(C)c2cccc3ccccc23)[C@H](C)[C@@H](O)[C@]1(C)O. (2) The molecule is CC(OC(=O)N1C[C@@H]2C[C@H]1CN2C(=O)[C@@]1(C(C)C)CC[C@@H](NC2CCOCC2F)C1)C(F)(F)F. The result is 1 (stable in human liver microsomes).